Dataset: Full USPTO retrosynthesis dataset with 1.9M reactions from patents (1976-2016). Task: Predict the reactants needed to synthesize the given product. (1) Given the product [CH3:18][C:13]1[CH:14]=[C:15]([CH3:17])[CH:16]=[C:11]([CH3:24])[C:12]=1[S:19]([O-:22])(=[O:21])=[O:20].[NH2:23][N+:6]1[CH:7]=[CH:8][C:3]([C:2]([F:10])([F:9])[F:1])=[CH:4][CH:5]=1, predict the reactants needed to synthesize it. The reactants are: [F:1][C:2]([F:10])([F:9])[C:3]1[CH:8]=[CH:7][N:6]=[CH:5][CH:4]=1.[C:11]1([CH3:24])[CH:16]=[C:15]([CH3:17])[CH:14]=[C:13]([CH3:18])[C:12]=1[S:19]([O:22][NH2:23])(=[O:21])=[O:20]. (2) Given the product [F:15][C:16]1[CH:21]=[CH:20][C:19]([C:22]2[CH:23]=[C:24]3[C:28](=[CH:29][CH:30]=2)[NH:27][CH:26]=[CH:25]3)=[CH:18][C:17]=1[CH2:31][NH:33][CH2:34][CH2:35][N:36]1[CH2:40][CH2:39][CH2:38][CH2:37]1, predict the reactants needed to synthesize it. The reactants are: C(O[BH-](OC(=O)C)OC(=O)C)(=O)C.[Na+].[F:15][C:16]1[CH:21]=[CH:20][C:19]([C:22]2[CH:23]=[C:24]3[C:28](=[CH:29][CH:30]=2)[NH:27][CH:26]=[CH:25]3)=[CH:18][C:17]=1[CH:31]=O.[NH2:33][CH2:34][CH2:35][N:36]1[CH2:40][CH2:39][CH2:38][CH2:37]1.C(=O)(O)[O-].[Na+]. (3) Given the product [Br:16][C:17]1[C:18]([C:23]2[NH:27][N:26]=[CH:25][N:24]=2)=[C:19]([NH:22][C:13](=[O:15])[CH2:12][C:11]2[CH:10]=[C:9]3[C:4]([CH:5]=[CH:6][CH:7]=[N:8]3)=[CH:3][C:2]=2[F:1])[S:20][CH:21]=1, predict the reactants needed to synthesize it. The reactants are: [F:1][C:2]1[CH:3]=[C:4]2[C:9](=[CH:10][C:11]=1[CH2:12][C:13]([OH:15])=O)[N:8]=[CH:7][CH:6]=[CH:5]2.[Br:16][C:17]1[C:18]([C:23]2[NH:27][N:26]=[CH:25][N:24]=2)=[C:19]([NH2:22])[S:20][CH:21]=1. (4) Given the product [CH:40]([Si:33]([CH:34]([CH3:36])[CH3:35])([CH:37]([CH3:39])[CH3:38])[O:32][CH2:31][CH:28]1[CH2:29][CH2:30][N:25]([C:22]2[N:20]3[CH:21]=[C:16]([O:12][C@H:5]4[C:6]5[C:11](=[CH:10][CH:9]=[CH:8][CH:7]=5)[C@@H:2]([NH2:1])[CH2:3][CH2:4]4)[CH:17]=[CH:18][C:19]3=[N:24][N:23]=2)[CH2:26][CH2:27]1)([CH3:41])[CH3:42], predict the reactants needed to synthesize it. The reactants are: [NH2:1][C@@H:2]1[C:11]2[C:6](=[CH:7][CH:8]=[CH:9][CH:10]=2)[C@H:5]([OH:12])[CH2:4][CH2:3]1.[H-].[Na+].F[C:16]1[CH:17]=[CH:18][C:19]2[N:20]([C:22]([N:25]3[CH2:30][CH2:29][CH:28]([CH2:31][O:32][Si:33]([CH:40]([CH3:42])[CH3:41])([CH:37]([CH3:39])[CH3:38])[CH:34]([CH3:36])[CH3:35])[CH2:27][CH2:26]3)=[N:23][N:24]=2)[CH:21]=1. (5) Given the product [Br:1][C:2]1[CH:20]=[CH:19][C:5]([CH2:6][N:7]([C:26]([O:25][C:22]([CH3:24])([CH3:23])[CH3:21])=[O:27])[CH2:8][C:9]([O:11][CH2:12][C:13]2[CH:18]=[CH:17][CH:16]=[CH:15][CH:14]=2)=[O:10])=[CH:4][CH:3]=1, predict the reactants needed to synthesize it. The reactants are: [Br:1][C:2]1[CH:20]=[CH:19][C:5]([CH2:6][NH:7][CH2:8][C:9]([O:11][CH2:12][C:13]2[CH:18]=[CH:17][CH:16]=[CH:15][CH:14]=2)=[O:10])=[CH:4][CH:3]=1.[CH3:21][C:22]([O:25][C:26](O[C:26]([O:25][C:22]([CH3:24])([CH3:23])[CH3:21])=[O:27])=[O:27])([CH3:24])[CH3:23].